This data is from Full USPTO retrosynthesis dataset with 1.9M reactions from patents (1976-2016). The task is: Predict the reactants needed to synthesize the given product. (1) Given the product [F:20][C:21]([F:31])([F:32])[C:22]1[CH:23]=[CH:24][C:25]([NH:28][C:29]([NH:3][C:4]2[N:9]=[C:8]([C:10]([F:12])([F:13])[F:11])[CH:7]=[C:6]([O:14][CH2:15][C:16]([F:19])([F:17])[F:18])[N:5]=2)=[O:30])=[CH:26][CH:27]=1, predict the reactants needed to synthesize it. The reactants are: [H-].[Na+].[NH2:3][C:4]1[N:9]=[C:8]([C:10]([F:13])([F:12])[F:11])[CH:7]=[C:6]([O:14][CH2:15][C:16]([F:19])([F:18])[F:17])[N:5]=1.[F:20][C:21]([F:32])([F:31])[C:22]1[CH:27]=[CH:26][C:25]([N:28]=[C:29]=[O:30])=[CH:24][CH:23]=1. (2) Given the product [C:29]([C:10]1[CH:11]=[C:12]2[C:17](=[CH:18][C:9]=1[OH:8])[N:16]=[CH:15][CH:14]=[C:13]2[O:19][C:20]1[CH:21]=[C:22]2[C:26](=[CH:27][CH:28]=1)[NH:25][CH:24]=[CH:23]2)#[N:30], predict the reactants needed to synthesize it. The reactants are: C([O:8][C:9]1[CH:18]=[C:17]2[C:12]([C:13]([O:19][C:20]3[CH:21]=[C:22]4[C:26](=[CH:27][CH:28]=3)[NH:25][CH:24]=[CH:23]4)=[CH:14][CH:15]=[N:16]2)=[CH:11][C:10]=1[C:29]#[N:30])C1C=CC=CC=1. (3) Given the product [ClH:31].[NH2:5][CH2:4]/[CH:3]=[C:2](/[F:1])\[CH2:13][O:15][C:16]1[C:17]([Cl:32])=[CH:18][C:19]([C:20]([NH:22][CH:23]2[CH2:28][CH2:27][CH2:26][CH2:25][CH2:24]2)=[O:21])=[CH:29][C:30]=1[Cl:31], predict the reactants needed to synthesize it. The reactants are: [F:1]/[C:2](/[CH2:13]Br)=[CH:3]/[CH2:4][NH:5]C(=O)OC(C)(C)C.[OH:15][C:16]1[C:30]([Cl:31])=[CH:29][C:19]([C:20]([NH:22][CH:23]2[CH2:28][CH2:27][CH2:26][CH2:25][CH2:24]2)=[O:21])=[CH:18][C:17]=1[Cl:32]. (4) Given the product [CH3:1][O:2][C:3]1[CH:4]=[C:5]([NH:13][C:14]2[CH:19]=[N:18][CH:17]=[C:16]([C:26]3[CH:25]=[CH:24][CH:23]=[C:22]([NH2:21])[CH:27]=3)[N:15]=2)[CH:6]=[C:7]([O:11][CH3:12])[C:8]=1[O:9][CH3:10], predict the reactants needed to synthesize it. The reactants are: [CH3:1][O:2][C:3]1[CH:4]=[C:5]([NH:13][C:14]2[CH:19]=[N:18][CH:17]=[C:16](Cl)[N:15]=2)[CH:6]=[C:7]([O:11][CH3:12])[C:8]=1[O:9][CH3:10].[NH2:21][C:22]1[CH:23]=[C:24](B(O)O)[CH:25]=[CH:26][CH:27]=1. (5) Given the product [C:20]1([CH2:19][CH2:18][C:17]([N:14]2[CH2:13][CH2:12][CH:11]([C:9]([OH:10])=[O:8])[CH2:16][CH2:15]2)=[O:26])[CH:25]=[CH:24][CH:23]=[CH:22][CH:21]=1, predict the reactants needed to synthesize it. The reactants are: C([O:8][C:9]([CH:11]1[CH2:16][CH2:15][N:14]([C:17](=[O:26])[CH2:18][CH2:19][C:20]2[CH:25]=[CH:24][CH:23]=[CH:22][CH:21]=2)[CH2:13][CH2:12]1)=[O:10])C1C=CC=CC=1.[H][H]. (6) The reactants are: Br[CH2:2][C:3]([C:5]1[CH:10]=[CH:9][C:8]([N+:11]([O-:13])=[O:12])=[CH:7][CH:6]=1)=[O:4].O.C([O:18][CH2:19]C)(=O)C.C[N:22](C)[CH:23]=[O:24]. Given the product [CH:23]([N:22]([CH2:2][C:3]([C:5]1[CH:10]=[CH:9][C:8]([N+:11]([O-:13])=[O:12])=[CH:7][CH:6]=1)=[O:4])[CH:19]=[O:18])=[O:24], predict the reactants needed to synthesize it. (7) The reactants are: [CH3:1][O:2][C:3](=[O:34])[CH2:4][C@H:5]1[C:9]2[CH:10]=[CH:11][C:12]([O:14][C@H:15]3[C:23]4[C:18](=[C:19](B5OC(C)(C)C(C)(C)O5)[CH:20]=[CH:21][C:22]=4[F:24])[CH2:17][CH2:16]3)=[CH:13][C:8]=2[O:7][CH2:6]1.Br[C:36]1[C:41]([CH3:42])=[CH:40][C:39]([C:43]2[C:48]([CH3:49])=[CH:47][CH:46]=[CH:45][N:44]=2)=[CH:38][C:37]=1[CH3:50].BrC1C=CC(F)=C2C=1CC[C@H]2OC1C=CC2[C@H](CC(OC)=O)COC=2C=1. Given the product [CH3:1][O:2][C:3](=[O:34])[CH2:4][C@H:5]1[C:9]2[CH:10]=[CH:11][C:12]([O:14][C@H:15]3[C:23]4[C:18](=[C:19]([C:36]5[C:37]([CH3:50])=[CH:38][C:39]([C:43]6[C:48]([CH3:49])=[CH:47][CH:46]=[CH:45][N:44]=6)=[CH:40][C:41]=5[CH3:42])[CH:20]=[CH:21][C:22]=4[F:24])[CH2:17][CH2:16]3)=[CH:13][C:8]=2[O:7][CH2:6]1, predict the reactants needed to synthesize it. (8) Given the product [F:1][C:2]1[CH:3]=[C:4]2[C:8](=[CH:9][CH:10]=1)[NH:7][C:6](=[O:11])[C:5]2=[C:34]1[C:35]2[C:31](=[CH:30][C:29]([CH2:28][OH:27])=[CH:37][CH:36]=2)[CH:32]([C:39]2[CH:40]=[CH:41][CH:42]=[CH:43][CH:44]=2)[O:33]1, predict the reactants needed to synthesize it. The reactants are: [F:1][C:2]1[CH:3]=[C:4]2[C:8](=[CH:9][CH:10]=1)[NH:7][C:6](=[O:11])[CH2:5]2.[Li+].C[Si]([N-][Si](C)(C)C)(C)C.C1COCC1.[OH:27][CH2:28][C:29]1[CH:30]=[C:31]2[C:35](=[CH:36][CH:37]=1)[C:34](=O)[O:33][CH:32]2[C:39]1[CH:44]=[CH:43][CH:42]=[CH:41][CH:40]=1. (9) Given the product [Br:17][C:3]1[C:4](=[O:16])[N:5]([CH2:8][C:9]2[CH:14]=[CH:13][CH:12]=[C:11]([F:15])[CH:10]=2)[CH:6]=[CH:7][C:2]=1[NH:1][C:28](=[O:29])[C:27]1[C:26]([F:25])=[CH:34][CH:33]=[CH:32][C:31]=1[F:35], predict the reactants needed to synthesize it. The reactants are: [NH2:1][C:2]1[CH:7]=[CH:6][N:5]([CH2:8][C:9]2[CH:14]=[CH:13][CH:12]=[C:11]([F:15])[CH:10]=2)[C:4](=[O:16])[C:3]=1[Br:17].C(N(CC)CC)C.[F:25][C:26]1[CH:34]=[CH:33][CH:32]=[C:31]([F:35])[C:27]=1[C:28](Cl)=[O:29].[OH-].[Na+]. (10) Given the product [OH:8][C:9]1[CH:18]=[C:17]2[C:12]([C:13]([O:19][C:20]3[CH:29]=[C:28]4[C:23]([CH:24]=[CH:25][CH:26]=[N:27]4)=[CH:22][CH:21]=3)=[N:14][CH:15]=[N:16]2)=[CH:11][C:10]=1[O:30][CH3:31], predict the reactants needed to synthesize it. The reactants are: C([O:8][C:9]1[CH:18]=[C:17]2[C:12]([C:13]([O:19][C:20]3[CH:29]=[C:28]4[C:23]([CH:24]=[CH:25][CH:26]=[N:27]4)=[CH:22][CH:21]=3)=[N:14][CH:15]=[N:16]2)=[CH:11][C:10]=1[O:30][CH3:31])C1C=CC=CC=1.